From a dataset of NCI-60 drug combinations with 297,098 pairs across 59 cell lines. Regression. Given two drug SMILES strings and cell line genomic features, predict the synergy score measuring deviation from expected non-interaction effect. Drug 1: CN1C(=O)N2C=NC(=C2N=N1)C(=O)N. Drug 2: CC1CCC2CC(C(=CC=CC=CC(CC(C(=O)C(C(C(=CC(C(=O)CC(OC(=O)C3CCCCN3C(=O)C(=O)C1(O2)O)C(C)CC4CCC(C(C4)OC)O)C)C)O)OC)C)C)C)OC. Cell line: CCRF-CEM. Synergy scores: CSS=-10.1, Synergy_ZIP=-2.49, Synergy_Bliss=-11.0, Synergy_Loewe=-15.0, Synergy_HSA=-16.2.